This data is from NCI-60 drug combinations with 297,098 pairs across 59 cell lines. The task is: Regression. Given two drug SMILES strings and cell line genomic features, predict the synergy score measuring deviation from expected non-interaction effect. Drug 1: C1=NC2=C(N=C(N=C2N1C3C(C(C(O3)CO)O)O)F)N. Drug 2: C(=O)(N)NO. Cell line: NCI-H322M. Synergy scores: CSS=-4.58, Synergy_ZIP=2.13, Synergy_Bliss=0.0857, Synergy_Loewe=-3.42, Synergy_HSA=-3.09.